From a dataset of TCR-epitope binding with 47,182 pairs between 192 epitopes and 23,139 TCRs. Binary Classification. Given a T-cell receptor sequence (or CDR3 region) and an epitope sequence, predict whether binding occurs between them. The epitope is SEVGPEHSLAEY. The TCR CDR3 sequence is CASSLGLGNTIYF. Result: 0 (the TCR does not bind to the epitope).